From a dataset of Catalyst prediction with 721,799 reactions and 888 catalyst types from USPTO. Predict which catalyst facilitates the given reaction. (1) Reactant: [NH2:1][C:2]1[C:16]([N+:17]([O-:19])=[O:18])=[CH:15][CH:14]=[CH:13][C:3]=1[O:4][CH2:5][C:6]([O:8][C:9]([CH3:12])([CH3:11])[CH3:10])=[O:7].[Br:20]N1C(=O)CCC1=O.S([O-])([O-])(=O)=S.[Na+].[Na+].C(OCC)C. Product: [NH2:1][C:2]1[C:16]([N+:17]([O-:19])=[O:18])=[CH:15][C:14]([Br:20])=[CH:13][C:3]=1[O:4][CH2:5][C:6]([O:8][C:9]([CH3:12])([CH3:11])[CH3:10])=[O:7]. The catalyst class is: 9. (2) Reactant: [CH2:1]([O:8][CH2:9][CH2:10][N:11]1[C:15]2=[N:16][C:17]([C:20]([O:22][CH2:23][CH3:24])=[O:21])=[CH:18][CH:19]=[C:14]2[C:13]([CH:25]2[CH2:30][CH2:29][CH2:28][CH2:27][CH2:26]2)=[CH:12]1)[C:2]1[CH:7]=[CH:6][CH:5]=[CH:4][CH:3]=1.[Br:31]N1C(=O)CCC1=O. Product: [CH2:1]([O:8][CH2:9][CH2:10][N:11]1[C:15]2=[N:16][C:17]([C:20]([O:22][CH2:23][CH3:24])=[O:21])=[CH:18][CH:19]=[C:14]2[C:13]([CH:25]2[CH2:26][CH2:27][CH2:28][CH2:29][CH2:30]2)=[C:12]1[Br:31])[C:2]1[CH:3]=[CH:4][CH:5]=[CH:6][CH:7]=1. The catalyst class is: 53. (3) Reactant: [CH3:1][C:2]1[N:6]2[N:7]=[C:8]([N:15]([CH3:24])[C@H:16]([C:18]3[CH:23]=[CH:22][CH:21]=[CH:20][CH:19]=3)[CH3:17])[CH:9]=[C:10]([C:11]([O:13]C)=[O:12])[C:5]2=[N:4][N:3]=1.[Li+].[OH-]. Product: [CH3:1][C:2]1[N:6]2[N:7]=[C:8]([N:15]([CH3:24])[C@H:16]([C:18]3[CH:23]=[CH:22][CH:21]=[CH:20][CH:19]=3)[CH3:17])[CH:9]=[C:10]([C:11]([OH:13])=[O:12])[C:5]2=[N:4][N:3]=1. The catalyst class is: 5. (4) Reactant: [C:1]1([CH:7]2[C:12](=[O:13])[CH2:11][CH2:10][O:9][CH2:8]2)[CH:6]=[CH:5][CH:4]=[CH:3][CH:2]=1.[C:14](Cl)([N:16]=[C:17]=[O:18])=[O:15]. Product: [C:1]1([CH:7]2[C:12]3[O:13][C:17](=[O:18])[NH:16][C:14](=[O:15])[C:11]=3[CH2:10][O:9][CH2:8]2)[CH:2]=[CH:3][CH:4]=[CH:5][CH:6]=1. The catalyst class is: 25. (5) Reactant: [Cl:1][C:2]1[C:7]2[C:8](=[O:12])[NH:9][CH:10](C)[C:6]=2[C:5]([F:13])=[C:4]([Cl:14])[N:3]=1.[C:15](O[C:15]([O:17][C:18]([CH3:21])([CH3:20])[CH3:19])=[O:16])([O:17][C:18]([CH3:21])([CH3:20])[CH3:19])=[O:16]. Product: [Cl:1][C:2]1[C:7]2[C:8](=[O:12])[N:9]([C:15]([O:17][C:18]([CH3:21])([CH3:20])[CH3:19])=[O:16])[CH2:10][C:6]=2[C:5]([F:13])=[C:4]([Cl:14])[N:3]=1. The catalyst class is: 10. (6) Reactant: [F:1][C:2]1[CH:7]=[CH:6][C:5]([N:8]=[C:9]=[O:10])=[CH:4][CH:3]=1.[OH:11][CH:12]1[CH2:17][CH2:16][CH2:15][N:14]([CH3:18])[CH2:13]1. Product: [F:1][C:2]1[CH:7]=[CH:6][C:5]([NH:8][C:9](=[O:10])[O:11][CH:12]2[CH2:17][CH2:16][CH2:15][N:14]([CH3:18])[CH2:13]2)=[CH:4][CH:3]=1. The catalyst class is: 11. (7) The catalyst class is: 81. Product: [CH2:20]([O:19][C:17]([C:11]1[CH:10]=[N:9][C:4]2[C:5]([C:12]=1[OH:14])=[CH:6][CH:7]=[CH:8][C:3]=2[C:2]([F:1])([F:22])[F:23])=[O:18])[CH3:21]. Reactant: [F:1][C:2]([F:23])([F:22])[C:3]1[CH:8]=[CH:7][CH:6]=[CH:5][C:4]=1[NH:9][CH:10]=[C:11]([C:17]([O:19][CH2:20][CH3:21])=[O:18])[C:12]([O:14]CC)=O.C1C=CC(C2C=CC=CC=2)=CC=1.C1C=CC(OC2C=CC=CC=2)=CC=1. (8) Reactant: O[CH:2]([C:4]1[CH:5]=[CH:6][C:7]([CH3:18])=[C:8]([NH:10][C:11](=[O:17])[O:12][C:13]([CH3:16])([CH3:15])[CH3:14])[CH:9]=1)[CH3:3]. Product: [CH2:2]([C:4]1[CH:5]=[CH:6][C:7]([CH3:18])=[C:8]([NH:10][C:11](=[O:17])[O:12][C:13]([CH3:15])([CH3:14])[CH3:16])[CH:9]=1)[CH3:3]. The catalyst class is: 78.